This data is from Forward reaction prediction with 1.9M reactions from USPTO patents (1976-2016). The task is: Predict the product of the given reaction. (1) Given the reactants [S:1]1[CH:5]=[CH:4][C:3]2[C:6](=O)[CH2:7][CH2:8][C:2]1=2.Cl.[NH2:11][OH:12], predict the reaction product. The product is: [S:1]1[CH:5]=[CH:4][C:3]2[C:6](=[N:11][OH:12])[CH2:7][CH2:8][C:2]1=2. (2) Given the reactants [CH2:1]([P:3]([CH2:6][CH2:7][O:8]CCCC)(=[O:5])[OH:4])[CH3:2].[OH-:13].[Na+].C.OO, predict the reaction product. The product is: [CH2:1]([P:3]([OH:4])([CH2:6][C:7]([OH:8])=[O:13])=[O:5])[CH3:2]. (3) Given the reactants [NH:1]1[C:9]2[C:4](=[CH:5][CH:6]=[CH:7][CH:8]=2)[C:3]([CH2:10][C:11]([O:13][CH2:14][CH3:15])=[O:12])=[CH:2]1.C1COCC1.CN(C=O)C.[C:26](Cl)(=[O:33])[C:27]1[CH:32]=[CH:31][CH:30]=[CH:29][CH:28]=1, predict the reaction product. The product is: [C:26]([C:2]1[NH:1][C:9]2[C:4]([C:3]=1[CH2:10][C:11]([O:13][CH2:14][CH3:15])=[O:12])=[CH:5][CH:6]=[CH:7][CH:8]=2)(=[O:33])[C:27]1[CH:32]=[CH:31][CH:30]=[CH:29][CH:28]=1. (4) The product is: [Cl:47][C:41]1[CH:42]=[C:43]([Cl:46])[CH:44]=[CH:45][C:40]=1[C@H:38]([NH:37][C:11]1[CH:12]=[C:13]([N:16]2[CH2:17][CH2:18][N:19]([C:22]([C@H:24]3[CH2:29][CH2:28][CH2:27][CH2:26][NH:25]3)=[O:23])[CH2:20][CH2:21]2)[CH:14]=[CH:15][C:10]=1[C:8]#[N:9])[CH3:39]. Given the reactants FC(F)(F)C(O)=O.[C:8]([C:10]1[CH:15]=[CH:14][C:13]([N:16]2[CH2:21][CH2:20][N:19]([C:22]([C@H:24]3[CH2:29][CH2:28][CH2:27][CH2:26][N:25]3C(OC(C)(C)C)=O)=[O:23])[CH2:18][CH2:17]2)=[CH:12][C:11]=1[NH:37][C@@H:38]([C:40]1[CH:45]=[CH:44][C:43]([Cl:46])=[CH:42][C:41]=1[Cl:47])[CH3:39])#[N:9], predict the reaction product.